Dataset: Full USPTO retrosynthesis dataset with 1.9M reactions from patents (1976-2016). Task: Predict the reactants needed to synthesize the given product. (1) Given the product [N:31]1([C@@H:6]2[CH2:11][CH2:10][CH2:9][N:8]([C:12]3[S:13][C:14]4[CH:20]=[C:19]([Br:21])[CH:18]=[CH:17][C:15]=4[N:16]=3)[CH2:7]2)[CH2:34][CH2:33][CH2:32]1, predict the reactants needed to synthesize it. The reactants are: CS(O[C@H:6]1[CH2:11][CH2:10][CH2:9][N:8]([C:12]2[S:13][C:14]3[CH:20]=[C:19]([Br:21])[CH:18]=[CH:17][C:15]=3[N:16]=2)[CH2:7]1)(=O)=O.C(=O)([O-])[O-].[K+].[K+].C(#N)C.[NH:31]1[CH2:34][CH2:33][CH2:32]1. (2) The reactants are: [Cl:1][C:2]1[CH:3]=[C:4]([C:9]2[C:21]([O:22][CH3:23])=[CH:20][C:12]([C:13]([NH:15][S:16]([CH3:19])(=[O:18])=[O:17])=[O:14])=[C:11]([F:24])[CH:10]=2)[CH:5]=[N:6][C:7]=1F.C([O-])([O-])=O.[Cs+].[Cs+].[CH3:31][C:32]1([CH2:35][OH:36])[CH2:34][CH2:33]1. Given the product [Cl:1][C:2]1[CH:3]=[C:4]([C:9]2[C:21]([O:22][CH3:23])=[CH:20][C:12]([C:13]([NH:15][S:16]([CH3:19])(=[O:18])=[O:17])=[O:14])=[C:11]([F:24])[CH:10]=2)[CH:5]=[N:6][C:7]=1[O:36][CH2:35][C:32]1([CH3:31])[CH2:34][CH2:33]1, predict the reactants needed to synthesize it. (3) Given the product [Cl:20][C:18]1[CH:17]=[N:16][C:10]2[NH:11][C:12]3[C:8]([C:9]=2[CH:19]=1)=[C:7]([C:28]1[CH:27]=[CH:26][C:25]([O:24][CH3:23])=[C:30]([O:31][CH3:32])[CH:29]=1)[CH:15]=[CH:14][CH:13]=3, predict the reactants needed to synthesize it. The reactants are: FC(F)(F)S(O[C:7]1[CH:15]=[CH:14][CH:13]=[C:12]2[C:8]=1[C:9]1[CH:19]=[C:18]([Cl:20])[CH:17]=[N:16][C:10]=1[NH:11]2)(=O)=O.[CH3:23][O:24][C:25]1[CH:26]=[C:27](B(O)O)[CH:28]=[CH:29][C:30]=1[O:31][CH3:32].C(=O)([O-])[O-].[Na+].[Na+].Cl. (4) Given the product [NH2:15][C:13]1[CH:12]=[CH:11][C:10]([F:18])=[C:9]([C@:3]2([CH2:19][F:20])[C:2]([F:21])([F:1])[CH2:7][O:6][C:5]([NH2:8])=[N:4]2)[CH:14]=1, predict the reactants needed to synthesize it. The reactants are: [F:1][C:2]1([F:21])[CH2:7][O:6][C:5]([NH2:8])=[N:4][C@:3]1([CH2:19][F:20])[C:9]1[CH:14]=[C:13]([N+:15]([O-])=O)[CH:12]=[CH:11][C:10]=1[F:18]. (5) Given the product [Cl:1][C:2]1[CH:3]=[C:4](/[CH:25]=[CH:26]/[C:27]([N:51]2[CH2:50][CH2:49][N:48]([CH2:47][C:44]3[CH:45]=[CH:46][C:41]([CH2:40][CH2:39][O:38][C:35]4[CH:34]=[CH:33][C:32]([N:31]([CH3:30])[CH3:54])=[CH:37][CH:36]=4)=[CH:42][CH:43]=3)[CH2:53][CH2:52]2)=[O:28])[CH:5]=[C:6]([CH3:24])[C:7]=1[O:8][C:9]1[CH:14]=[CH:13][C:12]([O:15][CH2:16][C:17]2[CH:22]=[CH:21][C:20]([CH3:23])=[CH:19][CH:18]=2)=[CH:11][N:10]=1, predict the reactants needed to synthesize it. The reactants are: [Cl:1][C:2]1[CH:3]=[C:4](/[CH:25]=[CH:26]/[C:27](O)=[O:28])[CH:5]=[C:6]([CH3:24])[C:7]=1[O:8][C:9]1[CH:14]=[CH:13][C:12]([O:15][CH2:16][C:17]2[CH:22]=[CH:21][C:20]([CH3:23])=[CH:19][CH:18]=2)=[CH:11][N:10]=1.[CH3:30][N:31]([CH3:54])[C:32]1[CH:37]=[CH:36][C:35]([O:38][CH2:39][CH2:40][C:41]2[CH:46]=[CH:45][C:44]([CH2:47][N:48]3[CH2:53][CH2:52][NH:51][CH2:50][CH2:49]3)=[CH:43][CH:42]=2)=[CH:34][CH:33]=1.C1CCC(N=C=NC2CCCCC2)CC1. (6) The reactants are: [N+:1]([O-:4])(O)=[O:2].[CH2:5]([O:8][C:9](=[O:19])[NH:10][C:11]1[C:16]([CH3:17])=[CH:15][CH:14]=[CH:13][C:12]=1[CH3:18])[CH2:6][CH3:7].C(O)(=O)C.N([O-])=O.[Na+]. Given the product [CH2:5]([O:8][C:9](=[O:19])[NH:10][C:11]1[C:12]([CH3:18])=[CH:13][C:14]([N+:1]([O-:4])=[O:2])=[CH:15][C:16]=1[CH3:17])[CH2:6][CH3:7], predict the reactants needed to synthesize it. (7) The reactants are: [CH2:1]([N:3]1[C:7]([CH3:8])=[CH:6][C:5]([C:9]([NH2:11])=O)=[N:4]1)[CH3:2].P(Cl)(Cl)(Cl)=O. Given the product [CH2:1]([N:3]1[C:7]([CH3:8])=[CH:6][C:5]([C:9]#[N:11])=[N:4]1)[CH3:2], predict the reactants needed to synthesize it.